From a dataset of Reaction yield outcomes from USPTO patents with 853,638 reactions. Predict the reaction yield, written as a fraction of the theoretical maximum amount of product (1.0 means a 100% yield; for example, 0.34 means a 34% yield). The reactants are [Na].Cl[C:3]1[C:8]([C:9]2[CH:14]=[CH:13][N:12]=[CH:11][CH:10]=2)=[C:7]([C:15]2[CH:20]=[CH:19][CH:18]=[C:17]([F:21])[CH:16]=2)[N:6]=[C:5]([NH2:22])[N:4]=1.[CH3:23][OH:24]. The product is [F:21][C:17]1[CH:16]=[C:15]([C:7]2[C:8]([C:9]3[CH:14]=[CH:13][N:12]=[CH:11][CH:10]=3)=[C:3]([O:24][CH3:23])[N:4]=[C:5]([NH2:22])[N:6]=2)[CH:20]=[CH:19][CH:18]=1. The catalyst is C(OCC)(=O)C. The yield is 0.320.